This data is from Peptide-MHC class II binding affinity with 134,281 pairs from IEDB. The task is: Regression. Given a peptide amino acid sequence and an MHC pseudo amino acid sequence, predict their binding affinity value. This is MHC class II binding data. The peptide sequence is YESYKFIPALEAA. The MHC is DRB4_0101 with pseudo-sequence DRB4_0103. The binding affinity (normalized) is 0.256.